This data is from Reaction yield outcomes from USPTO patents with 853,638 reactions. The task is: Predict the reaction yield, written as a fraction of the theoretical maximum amount of product (1.0 means a 100% yield; for example, 0.34 means a 34% yield). (1) The reactants are [CH3:1][C:2]1[N:3]([C:8]2[CH:12]=[C:11]([C:13]([N:15]([O:17][CH3:18])[CH3:16])=[O:14])[NH:10][N:9]=2)[C:4]([CH3:7])=[CH:5][CH:6]=1.Cl[CH2:20][CH2:21][NH:22][C:23](=[O:29])[O:24][C:25]([CH3:28])([CH3:27])[CH3:26].C([O-])([O-])=O.[Na+].[Na+].CN(C=O)C. The catalyst is O. The product is [CH3:1][C:2]1[N:3]([C:8]2[CH:12]=[C:11]([C:13](=[O:14])[N:15]([O:17][CH3:18])[CH3:16])[N:10]([CH2:20][CH2:21][NH:22][C:23](=[O:29])[O:24][C:25]([CH3:28])([CH3:27])[CH3:26])[N:9]=2)[C:4]([CH3:7])=[CH:5][CH:6]=1. The yield is 0.660. (2) The reactants are [Cl:1][C:2]1[CH:7]=[C:6]([OH:8])[CH:5]=[CH:4][N:3]=1.[H-].[Na+].[Cl:11][C:12]1[C:13](F)=[CH:14][C:15]([F:21])=[C:16]([N+:18]([O-:20])=[O:19])[CH:17]=1. The catalyst is CN(C=O)C.C(OCC)(=O)C. The product is [Cl:1][C:2]1[CH:7]=[C:6]([O:8][C:13]2[CH:14]=[C:15]([F:21])[C:16]([N+:18]([O-:20])=[O:19])=[CH:17][C:12]=2[Cl:11])[CH:5]=[CH:4][N:3]=1. The yield is 0.860. (3) The reactants are [CH2:1]([O:8][N:9]([C:21](=[O:28])[CH2:22][C:23]([O:25][CH2:26][CH3:27])=[O:24])[C:10]1[N:20]=[CH:19][CH:18]=[CH:17][C:11]=1[C:12]([O:14]CC)=O)[C:2]1[CH:7]=[CH:6][CH:5]=[CH:4][CH:3]=1.[O-]CC.[Na+]. The catalyst is C(O)C. The product is [CH2:1]([O:8][N:9]1[C:10]2[C:11](=[CH:17][CH:18]=[CH:19][N:20]=2)[C:12]([OH:14])=[C:22]([C:23]([O:25][CH2:26][CH3:27])=[O:24])[C:21]1=[O:28])[C:2]1[CH:7]=[CH:6][CH:5]=[CH:4][CH:3]=1. The yield is 0.820. (4) The reactants are [Br:1][C:2]1[CH:7]=[CH:6][C:5]([OH:8])=[C:4]([O:9][CH3:10])[CH:3]=1.[CH3:11][C:12]1([CH3:15])[CH2:14][O:13]1.C(=O)([O-])[O-].[K+].[K+].P([O-])([O-])([O-])=O.[Na+].[Na+].[Na+]. The catalyst is C(#N)C.CCOCC.CCOC(C)=O.O. The product is [Br:1][C:2]1[CH:7]=[CH:6][C:5]([O:8][CH2:11][C:12]([CH3:15])([OH:13])[CH3:14])=[C:4]([O:9][CH3:10])[CH:3]=1. The yield is 0.920. (5) The reactants are [C:1]1(=[O:7])[O:6][C:4](=[O:5])[CH:3]=[CH:2]1.[CH2:8]([CH:12]1[CH2:17][CH:16]2[CH2:18][CH:13]1[CH:14]=[CH:15]2)[CH2:9][CH2:10][CH3:11].CC(N=NC(C#N)(C)C)(C#N)C. The catalyst is C1COCC1. The product is [C:4]1(=[O:5])[O:6][C:1](=[O:7])[CH:2]=[CH:3]1.[CH2:8]([CH:12]1[CH2:17][CH:16]2[CH2:18][CH:13]1[CH:14]=[CH:15]2)[CH2:9][CH2:10][CH3:11]. The yield is 0.780. (6) The product is [Cl:37][C:38]1[CH:44]=[CH:43][C:41]([NH:42][C:26]([NH:20][C:19]2[CH:21]=[CH:22][C:16]([O:15][C:6]3[C:5]4[C:10](=[CH:11][C:12]([O:13][CH3:14])=[C:3]([O:2][CH3:1])[CH:4]=4)[N:9]=[CH:8][CH:7]=3)=[C:17]([CH3:24])[C:18]=2[CH3:23])=[O:28])=[C:40]([CH3:45])[CH:39]=1. The reactants are [CH3:1][O:2][C:3]1[CH:4]=[C:5]2[C:10](=[CH:11][C:12]=1[O:13][CH3:14])[N:9]=[CH:8][CH:7]=[C:6]2[O:15][C:16]1[CH:22]=[CH:21][C:19]([NH2:20])=[C:18]([CH3:23])[C:17]=1[CH3:24].Cl[C:26](Cl)([O:28]C(=O)OC(Cl)(Cl)Cl)Cl.[Cl:37][C:38]1[CH:44]=[CH:43][C:41]([NH2:42])=[C:40]([CH3:45])[CH:39]=1.CO. The catalyst is C(Cl)(Cl)Cl.C(N(CC)CC)C.ClCCl. The yield is 0.750. (7) The reactants are Cl[CH2:2][C@H:3]([OH:10])[CH2:4][C:5]([O:7][CH2:8][CH3:9])=[O:6].[O:11]1[C:16]2[CH:17]=[CH:18][C:19]([N:21]=[C:22]=[O:23])=[CH:20][C:15]=2[O:14][CH2:13][CH2:12]1. The catalyst is C1C=CC=CC=1. The product is [CH2:8]([O:7][C:5](=[O:6])[CH2:4][C@H:3]1[O:10][C:22](=[O:23])[N:21]([C:19]2[CH:18]=[CH:17][C:16]3[O:11][CH2:12][CH2:13][O:14][C:15]=3[CH:20]=2)[CH2:2]1)[CH3:9]. The yield is 0.810.